This data is from Forward reaction prediction with 1.9M reactions from USPTO patents (1976-2016). The task is: Predict the product of the given reaction. (1) Given the reactants [Cl:1][C:2]1[CH:7]=[CH:6][CH:5]=[CH:4][C:3]=1[C:8]1[N:13]=[C:12]2[O:14][C:15]([C:19](=[O:24])[C:20]([CH3:23])([CH3:22])[CH3:21])=[C:16]([CH:17]=[O:18])[C:11]2=[CH:10][C:9]=1[C:25]1[CH:30]=[CH:29][C:28]([Cl:31])=[CH:27][CH:26]=1.[C-]#N.[Na+].[CH3:35][OH:36], predict the reaction product. The product is: [Cl:1][C:2]1[CH:7]=[CH:6][CH:5]=[CH:4][C:3]=1[C:8]1[N:13]=[C:12]2[O:14][C:15]([C:19](=[O:24])[C:20]([CH3:23])([CH3:22])[CH3:21])=[C:16]([C:17]([O:36][CH3:35])=[O:18])[C:11]2=[CH:10][C:9]=1[C:25]1[CH:30]=[CH:29][C:28]([Cl:31])=[CH:27][CH:26]=1. (2) Given the reactants Br[C:2]1[N:7]=[N:6][C:5]([NH2:8])=[N:4][C:3]=1[C:9]1[CH:14]=[CH:13][CH:12]=[CH:11][CH:10]=1.[O:15]1[CH:19]=[CH:18][CH:17]=[C:16]1B(O)O, predict the reaction product. The product is: [O:15]1[CH:19]=[CH:18][CH:17]=[C:16]1[C:2]1[N:7]=[N:6][C:5]([NH2:8])=[N:4][C:3]=1[C:9]1[CH:14]=[CH:13][CH:12]=[CH:11][CH:10]=1. (3) Given the reactants [C:1]([O:5][C:6](=[O:27])[NH:7][C:8]1[CH2:9][O:10][CH2:11][C:12]([CH:24]([F:26])[F:25])([C:14]2[CH:19]=[C:18]([N+:20]([O-])=O)[CH:17]=[CH:16][C:15]=2[F:23])[N:13]=1)([CH3:4])([CH3:3])[CH3:2].[H][H], predict the reaction product. The product is: [C:1]([O:5][C:6](=[O:27])[NH:7][C:8]1[CH2:9][O:10][CH2:11][C:12]([C:14]2[CH:19]=[C:18]([NH2:20])[CH:17]=[CH:16][C:15]=2[F:23])([CH:24]([F:26])[F:25])[N:13]=1)([CH3:4])([CH3:2])[CH3:3]. (4) The product is: [CH3:1][O:2][C:3]([C:5]([CH3:47])([CH3:48])[CH2:6][O:7][C:8]([N:10]1[C:19]2[C:14](=[N:15][C:16]([O:20][CH3:21])=[CH:17][CH:18]=2)[C@@H:13]([NH:22][C:23]2[N:28]=[C:27]([CH2:29][C:30]3[CH:31]=[C:32]([C:40]([F:42])([F:41])[F:43])[CH:33]=[C:34]([C:36]([F:38])([F:39])[F:37])[CH:35]=3)[C:26]([O:44][CH2:50][CH2:51][CH2:52][C:53]#[N:54])=[CH:25][N:24]=2)[CH2:12][C@H:11]1[CH2:45][CH3:46])=[O:9])=[O:4]. Given the reactants [CH3:1][O:2][C:3]([C:5]([CH3:48])([CH3:47])[CH2:6][O:7][C:8]([N:10]1[C:19]2[C:14](=[N:15][C:16]([O:20][CH3:21])=[CH:17][CH:18]=2)[C@@H:13]([NH:22][C:23]2[N:28]=[C:27]([CH2:29][C:30]3[CH:35]=[C:34]([C:36]([F:39])([F:38])[F:37])[CH:33]=[C:32]([C:40]([F:43])([F:42])[F:41])[CH:31]=3)[C:26]([OH:44])=[CH:25][N:24]=2)[CH2:12][C@H:11]1[CH2:45][CH3:46])=[O:9])=[O:4].Br[CH2:50][CH2:51][CH2:52][C:53]#[N:54].C(=O)([O-])[O-].[K+].[K+], predict the reaction product. (5) Given the reactants [Br:1][C:2]1[O:3][C:4]([C:7]([OH:9])=[O:8])=[CH:5][CH:6]=1.C(=O)([O-])[O-].[K+].[K+].[CH2:16](I)[CH3:17].O, predict the reaction product. The product is: [Br:1][C:2]1[O:3][C:4]([C:7]([O:9][CH2:16][CH3:17])=[O:8])=[CH:5][CH:6]=1.